Dataset: Reaction yield outcomes from USPTO patents with 853,638 reactions. Task: Predict the reaction yield, written as a fraction of the theoretical maximum amount of product (1.0 means a 100% yield; for example, 0.34 means a 34% yield). (1) The reactants are [Br:1][C:2]1[C:3]([OH:11])=[N:4][N:5]([C:7]([CH3:10])([CH3:9])[CH3:8])[CH:6]=1.[CH3:12][C:13]1[CH:18]=[C:17]([CH3:19])[CH:16]=[C:15]([CH3:20])[C:14]=1B(O)O.N1C=CC=CC=1. The catalyst is C(OCC)(=O)C.C([O-])(=O)C.[Cu+2].C([O-])(=O)C. The product is [Br:1][C:2]1[C:3]([O:11][C:14]2[C:15]([CH3:20])=[CH:16][C:17]([CH3:19])=[CH:18][C:13]=2[CH3:12])=[N:4][N:5]([C:7]([CH3:8])([CH3:10])[CH3:9])[CH:6]=1. The yield is 0.500. (2) The yield is 0.740. The reactants are [Br:1][C:2]1[CH:3]=[C:4]([CH:8]=[CH:9][C:10]=1[CH2:11][CH3:12])[C:5]([OH:7])=[O:6].C(O)(=[O:15])C. The catalyst is C(OC(=O)C)(=O)C.[O-2].[Cr+6].[O-2].[O-2]. The product is [C:11]([C:10]1[CH:9]=[CH:8][C:4]([C:5]([OH:7])=[O:6])=[CH:3][C:2]=1[Br:1])(=[O:15])[CH3:12]. (3) The reactants are [CH3:1][O:2][C:3]1[CH:8]=[CH:7][C:6]([C:9]([NH:24][C:25]2[O:26][C:27]([CH3:43])([CH3:42])[C:28]([F:41])([F:40])[C@:29]([C:32]3[CH:37]=[C:36](Br)[CH:35]=[CH:34][C:33]=3[F:39])([CH3:31])[N:30]=2)([C:16]2[CH:21]=[CH:20][C:19]([O:22][CH3:23])=[CH:18][CH:17]=2)[C:10]2[CH:15]=[CH:14][CH:13]=[CH:12][CH:11]=2)=[CH:5][CH:4]=1.[F:44][C:45]([F:54])([F:53])[C:46]1[N:51]=[C:50]([NH2:52])[CH:49]=[CH:48][CH:47]=1. No catalyst specified. The product is [CH3:1][O:2][C:3]1[CH:8]=[CH:7][C:6]([C:9]([NH:24][C:25]2[O:26][C:27]([CH3:43])([CH3:42])[C:28]([F:41])([F:40])[C@:29]([C:32]3[CH:37]=[C:36]([NH:52][C:50]4[CH:49]=[CH:48][CH:47]=[C:46]([C:45]([F:53])([F:44])[F:54])[N:51]=4)[CH:35]=[CH:34][C:33]=3[F:39])([CH3:31])[N:30]=2)([C:16]2[CH:21]=[CH:20][C:19]([O:22][CH3:23])=[CH:18][CH:17]=2)[C:10]2[CH:15]=[CH:14][CH:13]=[CH:12][CH:11]=2)=[CH:5][CH:4]=1. The yield is 0.810. (4) The reactants are [C:1]([O:9][C@H:10]([CH2:15][C:16]1[CH:21]=[CH:20][C:19]([NH2:22])=[C:18]([CH3:23])[C:17]=1[CH2:24][O:25][C:26](=[O:28])[CH3:27])[C:11]([O:13][CH3:14])=[O:12])(=[O:8])[C:2]1[CH:7]=[CH:6][CH:5]=[CH:4][CH:3]=1.C(#N)C.[Cl:32]N1C(=O)CCC1=O. No catalyst specified. The product is [C:1]([O:9][C@H:10]([CH2:15][C:16]1[CH:21]=[C:20]([Cl:32])[C:19]([NH2:22])=[C:18]([CH3:23])[C:17]=1[CH2:24][O:25][C:26](=[O:28])[CH3:27])[C:11]([O:13][CH3:14])=[O:12])(=[O:8])[C:2]1[CH:7]=[CH:6][CH:5]=[CH:4][CH:3]=1. The yield is 0.570. (5) The reactants are [Cl:1][C:2]1[CH:7]=[CH:6][CH:5]=[CH:4][C:3]=1[S:8]([N:11]([CH:18]1[CH2:23][CH2:22][NH:21][CH2:20][CH2:19]1)[C:12]1[CH:17]=[CH:16][CH:15]=[CH:14][N:13]=1)(=[O:10])=[O:9].CCN([CH:30]([CH3:32])[CH3:31])C(C)C. The catalyst is C1COCC1. The product is [Cl:1][C:2]1[CH:7]=[CH:6][CH:5]=[CH:4][C:3]=1[S:8]([N:11]([CH:18]1[CH2:23][CH2:22][N:21]([S:8]([C:3]2[CH:4]=[CH:5][C:32]([CH2:30][CH3:31])=[CH:7][CH:2]=2)(=[O:10])=[O:9])[CH2:20][CH2:19]1)[C:12]1[CH:17]=[CH:16][CH:15]=[CH:14][N:13]=1)(=[O:10])=[O:9]. The yield is 0.900. (6) The yield is 0.611. The reactants are [Cl:1][C:2]1[CH:10]=[C:9]2[C:5]([C:6]([C:11]3[N:12]=[C:13]4[C:19]([C:20]([NH:22][CH:23]([CH3:25])[CH3:24])=[O:21])=[CH:18][N:17]([CH2:26][O:27][CH2:28][CH2:29][Si:30]([CH3:33])([CH3:32])[CH3:31])[C:14]4=[N:15][CH:16]=3)=[N:7][NH:8]2)=[CH:4][CH:3]=1.[H-].[Na+].[CH2:36](Br)[C:37]1[CH:42]=[CH:41][CH:40]=[CH:39][CH:38]=1. The catalyst is CN(C=O)C.O. The product is [CH2:36]([N:8]1[C:9]2[C:5](=[CH:4][CH:3]=[C:2]([Cl:1])[CH:10]=2)[C:6]([C:11]2[N:12]=[C:13]3[C:19]([C:20]([NH:22][CH:23]([CH3:25])[CH3:24])=[O:21])=[CH:18][N:17]([CH2:26][O:27][CH2:28][CH2:29][Si:30]([CH3:31])([CH3:33])[CH3:32])[C:14]3=[N:15][CH:16]=2)=[N:7]1)[C:37]1[CH:42]=[CH:41][CH:40]=[CH:39][CH:38]=1. (7) The reactants are [C:1]([O:5][C:6]([N:8]([C:16]1[C:21]([O:22][CH2:23][CH:24]2[CH2:26][CH2:25]2)=[N:20][C:19](Br)=[CH:18][N:17]=1)[C:9]([O:11][C:12]([CH3:15])([CH3:14])[CH3:13])=[O:10])=[O:7])([CH3:4])([CH3:3])[CH3:2].C(Cl)Cl.C(N(CC)CC)C.[C]=O. The catalyst is CO.Cl[Pd]Cl.C1C=CC(P(C2C=CC=CC=2)[C-]2C=CC=C2)=CC=1.C1C=CC(P(C2C=CC=CC=2)[C-]2C=CC=C2)=CC=1.[Fe+2]. The product is [C:1]([O:5][C:6]([N:8]([C:9]([O:11][C:12]([CH3:15])([CH3:14])[CH3:13])=[O:10])[C:16]1[N:17]=[CH:18][C:19]([C:6]([O:5][CH3:1])=[O:7])=[N:20][C:21]=1[O:22][CH2:23][CH:24]1[CH2:26][CH2:25]1)=[O:7])([CH3:4])([CH3:3])[CH3:2]. The yield is 0.737.